From a dataset of Rat liver microsome stability data. Regression/Classification. Given a drug SMILES string, predict its absorption, distribution, metabolism, or excretion properties. Task type varies by dataset: regression for continuous measurements (e.g., permeability, clearance, half-life) or binary classification for categorical outcomes (e.g., BBB penetration, CYP inhibition). Dataset: rlm. (1) The drug is CCOc1cc(NC(=O)C2(NC(=O)c3ccc4c(C5CCCC5)c(-c5ncc(Cl)cn5)n(C)c4c3)CCC2)ccc1C=CC(=O)OCC[N+](C)(C)C. The result is 0 (unstable in rat liver microsomes). (2) The drug is CCn1cc(CN2CCN(c3cccc4[nH]c(-c5ccc(C(C)(C)C)cc5)nc34)CC2)c(=O)[nH]c1=O. The result is 1 (stable in rat liver microsomes). (3) The drug is CNC(=O)c1c(-c2ccc(F)cc2)oc2nc(NCC(F)(F)F)c(-c3cccc(C(=O)NC4(c5ccccn5)CC4)c3)cc12. The result is 0 (unstable in rat liver microsomes). (4) The molecule is O=C(NC1CCCc2c1cnn2-c1ccc(F)cc1F)c1ccc(C2(C(F)(F)F)N=N2)cc1. The result is 0 (unstable in rat liver microsomes). (5) The drug is CCOc1cc(CCNC(=O)c2cc3sccc3n2Cc2ccccc2)cc(F)c1OCC. The result is 1 (stable in rat liver microsomes). (6) The molecule is COc1ccc(C)cc1NC(=O)c1cnc(-c2ccc(F)cc2)nc1-c1ccncc1. The result is 1 (stable in rat liver microsomes). (7) The drug is Cc1ccc(S(=O)(=O)Nc2cnccc2C(=O)Nc2nc(C3CCC3)cs2)cc1. The result is 1 (stable in rat liver microsomes). (8) The compound is CC(O)(C#Cc1ccc2c(c1)N(c1nc(N)ncc1Cl)CC2)c1nccs1. The result is 1 (stable in rat liver microsomes). (9) The drug is COc1cc(F)ccc1-c1nc(-c2c(C)noc2C)cc2c1cc(C)n2C. The result is 1 (stable in rat liver microsomes).